From a dataset of Reaction yield outcomes from USPTO patents with 853,638 reactions. Predict the reaction yield, written as a fraction of the theoretical maximum amount of product (1.0 means a 100% yield; for example, 0.34 means a 34% yield). (1) The reactants are CO[C:3](=[O:26])[C:4]1[CH:9]=[CH:8][C:7]([O:10][CH2:11][C:12]2[C:13]([C:18]3[CH:23]=[CH:22][C:21]([F:24])=[C:20]([F:25])[CH:19]=3)=[N:14][O:15][C:16]=2[CH3:17])=[N:6][CH:5]=1.[NH2:27][CH2:28][C:29]([CH3:33])([CH3:32])[CH2:30][OH:31]. No catalyst specified. The product is [F:25][C:20]1[CH:19]=[C:18]([C:13]2[C:12]([CH2:11][O:10][C:7]3[CH:8]=[CH:9][C:4]([C:3]([NH:27][CH2:28][C:29]([CH3:33])([CH3:32])[CH2:30][OH:31])=[O:26])=[CH:5][N:6]=3)=[C:16]([CH3:17])[O:15][N:14]=2)[CH:23]=[CH:22][C:21]=1[F:24]. The yield is 0.480. (2) The reactants are C(OC([NH:8][CH2:9][C@H:10]([N:15]1[CH2:20][CH2:19][N:18]([S:21]([CH3:24])(=[O:23])=[O:22])[CH2:17][CH2:16]1)[C:11]([O:13][CH3:14])=[O:12])=O)(C)(C)C.[ClH:25]. The catalyst is CO.C(O)(C)C.C(OCC)C. The product is [ClH:25].[ClH:25].[NH2:8][CH2:9][C@H:10]([N:15]1[CH2:20][CH2:19][N:18]([S:21]([CH3:24])(=[O:23])=[O:22])[CH2:17][CH2:16]1)[C:11]([O:13][CH3:14])=[O:12]. The yield is 0.940. (3) The reactants are [CH3:1][C:2]1[CH:3]=[C:4]([O:20][C:21]2[CH:22]=[N:23][C:24]([S:27]([CH3:30])(=[O:29])=[O:28])=[CH:25][CH:26]=2)[CH:5]=[C:6]2[C:10]=1[NH:9][C:8]([C:11]1[S:12][CH:13]([CH2:16][C:17](O)=[O:18])[CH2:14][N:15]=1)=[CH:7]2.[NH:31]1[CH2:36][CH2:35][O:34][CH2:33][CH2:32]1.ON1C2C=CC=CC=2N=N1.Cl.C(N=C=NCCCN(C)C)C. The catalyst is CN(C)C=O.O. The product is [CH3:1][C:2]1[CH:3]=[C:4]([O:20][C:21]2[CH:22]=[N:23][C:24]([S:27]([CH3:30])(=[O:28])=[O:29])=[CH:25][CH:26]=2)[CH:5]=[C:6]2[C:10]=1[NH:9][C:8]([C:11]1[S:12][CH:13]([CH2:16][C:17]([N:31]3[CH2:36][CH2:35][O:34][CH2:33][CH2:32]3)=[O:18])[CH2:14][N:15]=1)=[CH:7]2. The yield is 0.830.